From a dataset of Catalyst prediction with 721,799 reactions and 888 catalyst types from USPTO. Predict which catalyst facilitates the given reaction. (1) Reactant: Cl[CH2:2][C:3]([C:5]1[CH:10]=[CH:9][C:8]([F:11])=[CH:7][CH:6]=1)=[O:4].C1(C2(C3C=CC=CC=3)OB(C)N3CCC[C@@H]23)C=CC=CC=1.[OH-].[Na+]. Product: [F:11][C:8]1[CH:9]=[CH:10][C:5]([CH:3]2[CH2:2][O:4]2)=[CH:6][CH:7]=1. The catalyst class is: 7. (2) Reactant: [CH3:1][O:2][CH2:3][CH2:4][C:5]1[N:6]([CH2:18][CH2:19][C:20](OCC)=[O:21])[C:7]2[C:16]3[CH:15]=[CH:14][CH:13]=[CH:12][C:11]=3[N:10]=[CH:9][C:8]=2[N:17]=1.[NH:25]1[CH2:30][CH2:29][O:28][CH2:27][CH2:26]1. Product: [CH3:1][O:2][CH2:3][CH2:4][C:5]1[N:6]([CH2:18][CH2:19][C:20]([N:25]2[CH2:30][CH2:29][O:28][CH2:27][CH2:26]2)=[O:21])[C:7]2[C:16]3[CH:15]=[CH:14][CH:13]=[CH:12][C:11]=3[N:10]=[CH:9][C:8]=2[N:17]=1. The catalyst class is: 504. (3) Reactant: C(O[BH-](OC(=O)C)OC(=O)C)(=O)C.[Na+].[CH3:15][O:16][C:17]1[CH:18]=[C:19]([CH:22]=[CH:23][CH:24]=1)[CH:20]=O.[NH2:25][C:26]1[CH:27]=[N:28][CH:29]=[C:30]([Br:32])[CH:31]=1. Product: [Br:32][C:30]1[CH:31]=[C:26]([NH:25][CH2:20][C:19]2[CH:22]=[CH:23][CH:24]=[C:17]([O:16][CH3:15])[CH:18]=2)[CH:27]=[N:28][CH:29]=1. The catalyst class is: 2. (4) Reactant: [CH3:1][N:2]1[CH:6]=[C:5]([NH:7][C:8]([C:10]2[CH:15]=[CH:14][CH:13]=[C:12]([C:16]3[CH:17]=[N:18][N:19]([CH2:21][CH2:22]Cl)[CH:20]=3)[N:11]=2)=[O:9])[C:4]([C:24](=[O:30])[NH:25][CH2:26][CH2:27][NH:28][CH3:29])=[N:3]1.C(N(C(C)C)C(C)C)C.[I-].[K+]. Product: [CH3:29][N:28]1[CH2:27][CH2:26][NH:25][C:24](=[O:30])[C:4]2[C:5](=[CH:6][N:2]([CH3:1])[N:3]=2)[NH:7][C:8](=[O:9])[C:10]2=[N:11][C:12](=[CH:13][CH:14]=[CH:15]2)[C:16]2=[CH:20][N:19]([N:18]=[CH:17]2)[CH2:21][CH2:22]1. The catalyst class is: 16. (5) Reactant: [O:1]=[C:2]1[O:6][CH:5]([C:7](Cl)=[O:8])[CH2:4][O:3]1.[CH:10]1([NH2:16])[CH2:15][CH2:14][CH2:13][CH2:12][CH2:11]1.C(N(CC)CC)C. Product: [CH:10]1([NH:16][C:7]([CH:5]2[CH2:4][O:3][C:2](=[O:1])[O:6]2)=[O:8])[CH2:15][CH2:14][CH2:13][CH2:12][CH2:11]1. The catalyst class is: 1. (6) Reactant: Br[C:2]1[CH:7]=[CH:6][CH:5]=[CH:4][C:3]=1[CH:8]([CH3:10])[CH3:9].C([Li])CCC.[CH2:16]=[O:17]. Product: [CH:8]([C:3]1[CH:4]=[CH:5][CH:6]=[CH:7][C:2]=1[CH2:16][OH:17])([CH3:10])[CH3:9]. The catalyst class is: 1. (7) Reactant: [Cl:1][C:2]1[CH:7]=[CH:6][C:5]([C@H:8]2[N:15]3[C:11]([S:12][C:13]([C:19]([C:21]4[N:22](COCC[Si](C)(C)C)[CH:23]=[CH:24][N:25]=4)=[O:20])=[C:14]3[CH:16]([CH3:18])[CH3:17])=[N:10][C@:9]2([C:35]2[CH:40]=[CH:39][C:38]([Cl:41])=[CH:37][CH:36]=2)[CH3:34])=[CH:4][CH:3]=1.Cl. Product: [Cl:1][C:2]1[CH:3]=[CH:4][C:5]([C@H:8]2[N:15]3[C:11]([S:12][C:13]([C:19]([C:21]4[NH:25][CH:24]=[CH:23][N:22]=4)=[O:20])=[C:14]3[CH:16]([CH3:17])[CH3:18])=[N:10][C@:9]2([C:35]2[CH:36]=[CH:37][C:38]([Cl:41])=[CH:39][CH:40]=2)[CH3:34])=[CH:6][CH:7]=1. The catalyst class is: 8.